From a dataset of Reaction yield outcomes from USPTO patents with 853,638 reactions. Predict the reaction yield, written as a fraction of the theoretical maximum amount of product (1.0 means a 100% yield; for example, 0.34 means a 34% yield). (1) The yield is 0.800. The product is [CH3:21][O:20][Si:19]([O:22][CH3:23])([O:24][CH3:25])[CH2:18][CH2:17][CH2:16][S:15][CH:10]([C:3]1[C:4]([CH3:8])([CH3:9])[CH2:5][CH2:6][CH2:7][C:2]=1[CH3:1])[CH2:11][C:12](=[O:13])[CH3:14]. The catalyst is C1CCN2C(=NCCC2)CC1. The reactants are [CH3:1][C:2]1[CH2:7][CH2:6][CH2:5][C:4]([CH3:9])([CH3:8])[C:3]=1/[CH:10]=[CH:11]/[C:12]([CH3:14])=[O:13].[SH:15][CH2:16][CH2:17][CH2:18][Si:19]([O:24][CH3:25])([O:22][CH3:23])[O:20][CH3:21].Cl. (2) The reactants are Cl.[CH3:2][O:3][C:4]1[CH:5]=[C:6]2[C:10](=[CH:11][CH:12]=1)[NH:9][N:8]=[C:7]2[C:13]([NH:15][CH2:16][CH:17]1[CH2:22][CH2:21][NH:20][CH2:19][CH2:18]1)=[O:14].C(=O)([O-])[O-].[K+].[K+].Cl[CH2:30][C:31]1[S:32][CH:33]=[C:34]([C:36]([O:38][CH3:39])=[O:37])[N:35]=1. The catalyst is C(#N)C.CCOC(C)=O. The product is [CH3:2][O:3][C:4]1[CH:5]=[C:6]2[C:10](=[CH:11][CH:12]=1)[NH:9][N:8]=[C:7]2[C:13]([NH:15][CH2:16][CH:17]1[CH2:22][CH2:21][N:20]([CH2:30][C:31]2[S:32][CH:33]=[C:34]([C:36]([O:38][CH3:39])=[O:37])[N:35]=2)[CH2:19][CH2:18]1)=[O:14]. The yield is 0.320. (3) The reactants are C(OC([N:8]1[CH2:11][C:10]([C:13]2[N:14]([CH3:39])[C:15]3[C:20]([N:21]=2)=[C:19]([N:22]2[CH2:27][CH2:26][O:25][CH2:24][CH2:23]2)[N:18]=[C:17]([N:28]2[C:32]4[CH:33]=[CH:34][CH:35]=[CH:36][C:31]=4[N:30]=[C:29]2[CH2:37][CH3:38])[N:16]=3)([OH:12])[CH2:9]1)=O)(C)(C)C.C(O)(C(F)(F)F)=O. The catalyst is C(Cl)Cl. The product is [CH2:37]([C:29]1[N:28]([C:17]2[N:16]=[C:15]3[C:20]([N:21]=[C:13]([C:10]4([OH:12])[CH2:11][NH:8][CH2:9]4)[N:14]3[CH3:39])=[C:19]([N:22]3[CH2:27][CH2:26][O:25][CH2:24][CH2:23]3)[N:18]=2)[C:32]2[CH:33]=[CH:34][CH:35]=[CH:36][C:31]=2[N:30]=1)[CH3:38]. The yield is 0.890. (4) The reactants are OC1C=CC=C2C([NH:7]C(=O)C=12)=O.C[O:14][C:15]([C:17]1[C:30]2[C:29](=O)[C:28]3[C:23](=[CH:24][CH:25]=C(CBr)[CH:27]=3)[O:22][C:21]=2[CH:20]=[CH:19][CH:18]=1)=O.[NH2:34][NH2:35].[CH2:36]([OH:38])[CH3:37]. The catalyst is CN(C=O)C. The product is [NH2:7][O:38][CH2:36][C:37]1[CH:25]=[CH:24][C:23]2[O:22][C:21]3[C:30]4=[C:17]([C:15](=[O:14])[NH:34][N:35]=[C:29]4[C:28]=2[CH:27]=1)[CH:18]=[CH:19][CH:20]=3. The yield is 0.850. (5) The reactants are [CH3:1][S:2](Cl)(=[O:4])=[O:3].[CH:6]([C@@H:19]1[O:24][CH2:23][C@@H:22]([OH:25])[CH2:21][CH2:20]1)([C:13]1[CH:18]=[CH:17][CH:16]=[CH:15][CH:14]=1)[C:7]1[CH:12]=[CH:11][CH:10]=[CH:9][CH:8]=1.C(N(CC)CC)C. The catalyst is C(Cl)Cl. The product is [CH:6]([C@@H:19]1[O:24][CH2:23][C@@H:22]([O:25][S:2]([CH3:1])(=[O:4])=[O:3])[CH2:21][CH2:20]1)([C:13]1[CH:18]=[CH:17][CH:16]=[CH:15][CH:14]=1)[C:7]1[CH:8]=[CH:9][CH:10]=[CH:11][CH:12]=1. The yield is 0.778. (6) The reactants are [NH2:1][C:2]1[O:6][N:5]=[C:4]([CH3:7])[C:3]=1[Br:8].[S:9]1[CH:13]=[CH:12][N:11]=[C:10]1[S:14](Cl)(=[O:16])=[O:15]. The product is [Br:8][C:3]1[C:4]([CH3:7])=[N:5][O:6][C:2]=1[NH:1][S:14]([C:10]1[S:9][CH:13]=[CH:12][N:11]=1)(=[O:16])=[O:15]. No catalyst specified. The yield is 0.570. (7) The reactants are [O:1]1[CH2:6][CH2:5][N:4]([C:7]2[N:12]=[C:11]([Cl:13])[CH:10]=[C:9](Cl)[N:8]=2)[CH2:3][CH2:2]1.C(N(CC)CC)C.[NH:22]1[CH2:27][CH2:26][O:25][CH2:24][CH2:23]1.CCOC(C)=O. The catalyst is CN1C(=O)CCC1. The product is [O:1]1[CH2:2][CH2:3][N:4]([C:7]2[N:8]=[C:9]([N:22]3[CH2:27][CH2:26][O:25][CH2:24][CH2:23]3)[CH:10]=[C:11]([Cl:13])[N:12]=2)[CH2:5][CH2:6]1. The yield is 0.930.